Dataset: Reaction yield outcomes from USPTO patents with 853,638 reactions. Task: Predict the reaction yield, written as a fraction of the theoretical maximum amount of product (1.0 means a 100% yield; for example, 0.34 means a 34% yield). (1) The reactants are C([O:8][C:9]1[C:14]2[CH:15]=[C:16]([C:18]3[N:19]=[C:20]4[N:24]([CH:25]=3)[N:23]=[C:22]([O:26][CH3:27])[S:21]4)[O:17][C:13]=2[CH:12]=[C:11]([O:28][CH3:29])[CH:10]=1)C1C=CC=CC=1.CC1C(C)=C(C)C(C)=C(C)C=1. The catalyst is ClCCl. The product is [CH3:29][O:28][C:11]1[CH:12]=[C:13]2[O:17][C:16]([C:18]3[N:19]=[C:20]4[N:24]([CH:25]=3)[N:23]=[C:22]([O:26][CH3:27])[S:21]4)=[CH:15][C:14]2=[C:9]([OH:8])[CH:10]=1. The yield is 0.800. (2) The reactants are [OH:1][C:2]1[C:9]([O:10][CH3:11])=[CH:8][C:7]([O:12][CH3:13])=[CH:6][C:3]=1[CH:4]=[O:5].C([O-])([O-])=O.[K+].[K+].[CH2:20]([O:22][CH:23]([O:26][CH2:27][CH3:28])[CH2:24]Br)[CH3:21]. The catalyst is CN(C=O)C. The product is [CH2:20]([O:22][CH:23]([O:26][CH2:27][CH3:28])[CH2:24][O:1][C:2]1[C:9]([O:10][CH3:11])=[CH:8][C:7]([O:12][CH3:13])=[CH:6][C:3]=1[CH:4]=[O:5])[CH3:21]. The yield is 0.670. (3) The reactants are [NH2:1][CH2:2][C@@H:3]1[CH2:7][CH2:6][N:5]([CH2:8][CH2:9][N:10]2[C:19]3[C:14](=[CH:15][CH:16]=[C:17]([F:20])[CH:18]=3)[CH:13]=[CH:12][C:11]2=[O:21])[CH2:4]1.[O:22]=[C:23]1[CH2:28][O:27][C:26]2[CH:29]=[CH:30][C:31]([CH:33]=O)=[N:32][C:25]=2[NH:24]1.[O-]S([O-])(=O)=O.[Na+].[Na+].C(O[BH-](OC(=O)C)OC(=O)C)(=O)C.[Na+]. No catalyst specified. The product is [F:20][C:17]1[CH:18]=[C:19]2[C:14]([CH:13]=[CH:12][C:11](=[O:21])[N:10]2[CH2:9][CH2:8][N:5]2[CH2:6][CH2:7][C@@H:3]([CH2:2][NH:1][CH2:33][C:31]3[CH:30]=[CH:29][C:26]4[O:27][CH2:28][C:23](=[O:22])[NH:24][C:25]=4[N:32]=3)[CH2:4]2)=[CH:15][CH:16]=1. The yield is 0.510. (4) The reactants are C([O:8][C:9](=[O:25])[C:10]1[C:15]([Cl:16])=[CH:14][CH:13]=[C:12]([NH:17][S:18]([CH2:21][CH2:22][CH3:23])(=[O:20])=[O:19])[C:11]=1[F:24])C1C=CC=CC=1.[OH-].[K+].O.Cl. The catalyst is O1CCCC1. The product is [Cl:16][C:15]1[C:10]([C:9]([OH:25])=[O:8])=[C:11]([F:24])[C:12]([NH:17][S:18]([CH2:21][CH2:22][CH3:23])(=[O:19])=[O:20])=[CH:13][CH:14]=1. The yield is 0.858.